Dataset: Peptide-MHC class I binding affinity with 185,985 pairs from IEDB/IMGT. Task: Regression. Given a peptide amino acid sequence and an MHC pseudo amino acid sequence, predict their binding affinity value. This is MHC class I binding data. (1) The peptide sequence is NVFKYLTSV. The MHC is HLA-A02:01 with pseudo-sequence HLA-A02:01. The binding affinity (normalized) is 1.00. (2) The peptide sequence is NIIMKTPGNT. The MHC is HLA-A02:01 with pseudo-sequence HLA-A02:01. The binding affinity (normalized) is 0.168.